The task is: Binary Classification. Given a T-cell receptor sequence (or CDR3 region) and an epitope sequence, predict whether binding occurs between them.. This data is from TCR-epitope binding with 47,182 pairs between 192 epitopes and 23,139 TCRs. (1) The epitope is LPPAYTNSF. The TCR CDR3 sequence is CASSSWTGSMSYEQYF. Result: 0 (the TCR does not bind to the epitope). (2) The epitope is RISNCVADY. The TCR CDR3 sequence is CASRGGYEQFF. Result: 0 (the TCR does not bind to the epitope). (3) The epitope is LLLGIGILV. The TCR CDR3 sequence is CASSLRDSGEQFF. Result: 0 (the TCR does not bind to the epitope). (4) The epitope is SQASSRSSSR. The TCR CDR3 sequence is CASSLFQGSGTEAFF. Result: 0 (the TCR does not bind to the epitope). (5) The epitope is LVLSVNPYV. The TCR CDR3 sequence is CASSPRGAYQPQHF. Result: 0 (the TCR does not bind to the epitope). (6) The epitope is KMQRMLLEK. The TCR CDR3 sequence is CASSPNYEQFF. Result: 0 (the TCR does not bind to the epitope). (7) The epitope is IPIQASLPF. The TCR CDR3 sequence is CASSLSGLNTEAFF. Result: 1 (the TCR binds to the epitope). (8) The epitope is RLRPGGKKK. The TCR CDR3 sequence is CASSLLDGGGVETQYF. Result: 0 (the TCR does not bind to the epitope). (9) The epitope is YLQPRTFLL. The TCR CDR3 sequence is CASGTLNSLVAFF. Result: 1 (the TCR binds to the epitope). (10) The epitope is KLSYGIATV. The TCR CDR3 sequence is CASSHLPNTGELFF. Result: 1 (the TCR binds to the epitope).